Task: Regression. Given a peptide amino acid sequence and an MHC pseudo amino acid sequence, predict their binding affinity value. This is MHC class I binding data.. Dataset: Peptide-MHC class I binding affinity with 185,985 pairs from IEDB/IMGT (1) The binding affinity (normalized) is 0.893. The MHC is H-2-Db with pseudo-sequence H-2-Db. The peptide sequence is FQPQNGSFI. (2) The peptide sequence is DTDISQLHH. The MHC is HLA-A69:01 with pseudo-sequence HLA-A69:01. The binding affinity (normalized) is 0.0847. (3) The peptide sequence is VQPWLMVDV. The MHC is HLA-A25:01 with pseudo-sequence HLA-A25:01. The binding affinity (normalized) is 0.0847. (4) The binding affinity (normalized) is 0.00781. The peptide sequence is HPVGEADYF. The MHC is HLA-B54:01 with pseudo-sequence HLA-B54:01.